Dataset: Reaction yield outcomes from USPTO patents with 853,638 reactions. Task: Predict the reaction yield, written as a fraction of the theoretical maximum amount of product (1.0 means a 100% yield; for example, 0.34 means a 34% yield). (1) The reactants are [F:1][C:2]1([F:16])[CH2:5][CH:4]([C:6]([O:8]CC2C=CC=CC=2)=O)[CH2:3]1.[CH3:17][C:18]1([CH3:26])[O:25][C:23](=[O:24])[CH2:22][C:20](=[O:21])[O:19]1.CCN=C=NCCCN(C)C.O. The catalyst is CO.CN(C1C=CN=CC=1)C.[Pd]. The product is [F:16][C:2]1([F:1])[CH2:3][CH:4]([C:6]([CH:22]2[C:23](=[O:24])[O:25][C:18]([CH3:26])([CH3:17])[O:19][C:20]2=[O:21])=[O:8])[CH2:5]1. The yield is 0.740. (2) The reactants are [C:1]([O:5][C:6]([NH:8][C:9]1[O:17][C:16]2[C:11](=[N:12][CH:13]=[C:14]([C:18]3[CH:19]=[N:20][N:21]([CH3:23])[CH:22]=3)[CH:15]=2)[C:10]=1[C:24]([O:26]CC)=[O:25])=[O:7])([CH3:4])([CH3:3])[CH3:2].O[Li].O.C1COCC1.O. The catalyst is CC#N. The product is [C:1]([O:5][C:6]([NH:8][C:9]1[O:17][C:16]2[C:11](=[N:12][CH:13]=[C:14]([C:18]3[CH:19]=[N:20][N:21]([CH3:23])[CH:22]=3)[CH:15]=2)[C:10]=1[C:24]([OH:26])=[O:25])=[O:7])([CH3:4])([CH3:2])[CH3:3]. The yield is 0.690. (3) The product is [OH:2][CH:1]([C:3]1[CH:4]=[CH:5][C:6]([CH2:7][N:8]2[C:13](=[O:14])[C:12]([CH2:15][C:16]3[CH:21]=[CH:20][C:19]([C:22]4[C:23]([C:28]#[N:29])=[CH:24][CH:25]=[CH:26][CH:27]=4)=[CH:18][CH:17]=3)=[C:11]([CH2:30][CH2:31][CH3:32])[N:10]3[N:33]=[CH:34][N:35]=[C:9]23)=[CH:36][CH:37]=1)[CH3:38]. The catalyst is O1CCCC1. The reactants are [CH:1]([C:3]1[CH:37]=[CH:36][C:6]([CH2:7][N:8]2[C:13](=[O:14])[C:12]([CH2:15][C:16]3[CH:21]=[CH:20][C:19]([C:22]4[C:23]([C:28]#[N:29])=[CH:24][CH:25]=[CH:26][CH:27]=4)=[CH:18][CH:17]=3)=[C:11]([CH2:30][CH2:31][CH3:32])[N:10]3[N:33]=[CH:34][N:35]=[C:9]23)=[CH:5][CH:4]=1)=[O:2].[CH3:38][Mg]Br.[Cl-].[NH4+]. The yield is 0.900. (4) The reactants are [Cl:1][C:2]1[CH:7]=[CH:6][CH:5]=[CH:4][C:3]=1[C:8](=[O:15])[CH2:9][CH2:10][C:11]([CH3:14])([CH3:13])[CH3:12].[CH2:16]1N2CN3CN(C2)CN1C3.C(OC(=O)C)(=O)C.[OH-].[Na+]. The catalyst is O. The product is [Cl:1][C:2]1[CH:7]=[CH:6][CH:5]=[C:4]2[C:3]=1[C:8](=[O:15])[CH:9]([CH2:10][C:11]([CH3:12])([CH3:14])[CH3:13])[CH2:16]2. The yield is 0.740. (5) The reactants are Br[C:2]1[C:10]2[O:9][CH2:8][C:7]([CH3:12])([CH3:11])[C:6]=2[CH:5]=[C:4]([CH2:13][CH:14]([CH3:16])[CH3:15])[CH:3]=1.[Li]CCCC.C([O:25][B:26](OC(C)C)[O:27]C(C)C)(C)C.Cl. The product is [CH2:13]([C:4]1[CH:3]=[C:2]([B:26]([OH:27])[OH:25])[C:10]2[O:9][CH2:8][C:7]([CH3:12])([CH3:11])[C:6]=2[CH:5]=1)[CH:14]([CH3:16])[CH3:15]. The yield is 0.460. The catalyst is C1COCC1.C(OCC)(=O)C. (6) The reactants are Cl[C:2]1[N:7]=[C:6]([C:8]2[N:12]3[CH:13]=[CH:14][CH:15]=[CH:16][C:11]3=[N:10][C:9]=2[C:17]2[CH:18]=[C:19]([CH:31]=[CH:32][CH:33]=2)[C:20]([NH:22][C:23]2[C:28]([F:29])=[CH:27][CH:26]=[CH:25][C:24]=2[F:30])=[O:21])[CH:5]=[CH:4][N:3]=1.Cl.[CH3:35][N:36]([CH3:47])[CH2:37][CH2:38][O:39][C:40]1[CH:41]=[C:42]([CH:44]=[CH:45][CH:46]=1)[NH2:43]. The catalyst is CC(O)C.Cl. The product is [F:30][C:24]1[CH:25]=[CH:26][CH:27]=[C:28]([F:29])[C:23]=1[NH:22][C:20](=[O:21])[C:19]1[CH:31]=[CH:32][CH:33]=[C:17]([C:9]2[N:10]=[C:11]3[CH:16]=[CH:15][CH:14]=[CH:13][N:12]3[C:8]=2[C:6]2[CH:5]=[CH:4][N:3]=[C:2]([NH:43][C:42]3[CH:44]=[CH:45][CH:46]=[C:40]([O:39][CH2:38][CH2:37][N:36]([CH3:47])[CH3:35])[CH:41]=3)[N:7]=2)[CH:18]=1. The yield is 0.260.